Dataset: Catalyst prediction with 721,799 reactions and 888 catalyst types from USPTO. Task: Predict which catalyst facilitates the given reaction. (1) Reactant: C(N[CH:5]([CH3:7])[CH3:6])(C)C.[CH2:8]([Li])[CH2:9][CH2:10]C.[CH2:13]([O:15][C:16](=[O:20])[CH2:17][CH2:18][CH3:19])C.[CH:21]([O:23][CH2:24][CH3:25])=[O:22]. Product: [C:16]([O:15][CH3:13])(=[O:20])[CH3:17].[CH3:8][CH2:9][CH2:10][CH2:7][CH2:5][CH3:6].[CH2:24]([O:23][C:21](=[O:22])[CH:17]([CH:16]=[O:15])[CH2:18][CH3:19])[CH3:25]. The catalyst class is: 1. (2) Reactant: C([O:3][P:4]([CH2:9][CH2:10][N:11]([CH:37]=[O:38])[CH2:12][C:13]([CH3:36])=[CH:14][CH2:15][C:16]1[C:17]([O:29]CC[Si](C)(C)C)=[C:18]2[C:22](=[C:23]([CH3:27])[C:24]=1[O:25][CH3:26])[CH2:21][O:20][C:19]2=[O:28])(=[O:8])[O:5]CC)C.C[Si](Br)(C)C.N1C(C)=CC=CC=1C. Product: [CH:37]([N:11]([CH2:12][C:13]([CH3:36])=[CH:14][CH2:15][C:16]1[C:17]([OH:29])=[C:18]2[C:22](=[C:23]([CH3:27])[C:24]=1[O:25][CH3:26])[CH2:21][O:20][C:19]2=[O:28])[CH2:10][CH2:9][P:4](=[O:3])([OH:5])[OH:8])=[O:38]. The catalyst class is: 10.